This data is from Forward reaction prediction with 1.9M reactions from USPTO patents (1976-2016). The task is: Predict the product of the given reaction. (1) Given the reactants [CH:1]1([CH2:4][N:5]2[CH2:11][CH:10]([N:12](CC3C=CC=CC=3)CC3C=CC=CC=3)[CH2:9][CH2:8][CH2:7][C:6]2=[O:27])[CH2:3][CH2:2]1, predict the reaction product. The product is: [NH2:12][CH:10]1[CH2:11][N:5]([CH2:4][CH:1]2[CH2:2][CH2:3]2)[C:6](=[O:27])[CH2:7][CH2:8][CH2:9]1. (2) Given the reactants [Cl:1][C:2]1[CH:3]=[C:4]([NH2:19])[CH:5]=[N:6][C:7]=1[O:8][C:9]1[CH:10]=[N:11][C:12]2[C:17]([CH:18]=1)=[CH:16][CH:15]=[CH:14][CH:13]=2.[Cl:20][C:21]1[CH:26]=[C:25]([Cl:27])[CH:24]=[CH:23][C:22]=1[S:28](Cl)(=[O:30])=[O:29], predict the reaction product. The product is: [Cl:20][C:21]1[CH:26]=[C:25]([Cl:27])[CH:24]=[CH:23][C:22]=1[S:28]([NH:19][C:4]1[CH:5]=[N:6][C:7]([O:8][C:9]2[CH:10]=[N:11][C:12]3[C:17]([CH:18]=2)=[CH:16][CH:15]=[CH:14][CH:13]=3)=[C:2]([Cl:1])[CH:3]=1)(=[O:30])=[O:29]. (3) Given the reactants C(NC(C)C)(C)C.[Li]CCCC.CN(C)CCN(C)C.[CH3:21][C:22]1[CH:31]=[CH:30][C:29]2[CH2:28][CH2:27][CH2:26][CH2:25][C:24]=2[N:23]=1.[C:32](Cl)(=[O:36])[O:33][CH2:34][CH3:35].[Cl-].[NH4+], predict the reaction product. The product is: [N:23]1[C:24]2[CH2:25][CH2:26][CH2:27][CH2:28][C:29]=2[CH:30]=[CH:31][C:22]=1[CH2:21][C:32]([O:33][CH2:34][CH3:35])=[O:36]. (4) Given the reactants [NH2:1][CH2:2][CH:3]([OH:5])[CH3:4].Cl[C:7]([O:9][CH2:10][C:11]1[CH:16]=[CH:15][CH:14]=[CH:13][CH:12]=1)=[O:8].C(=O)([O-])[O-].[Na+].[Na+], predict the reaction product. The product is: [CH2:10]([O:9][C:7]([NH:1][CH2:2][CH:3]([OH:5])[CH3:4])=[O:8])[C:11]1[CH:16]=[CH:15][CH:14]=[CH:13][CH:12]=1. (5) Given the reactants [Cl:1][C:2]1[CH:7]=[CH:6][CH:5]=[CH:4][C:3]=1[C@H:8]([O:10][C:11](=[O:26])[NH:12][C:13]1[C:14]([CH3:25])=[N:15][O:16][C:17]=1[C:18]1[CH:23]=[CH:22][C:21](Br)=[CH:20][CH:19]=1)[CH3:9].[CH2:27]([O:29][C:30](=[O:47])[CH2:31][C:32]1[CH:37]=[CH:36][C:35](B2OC(C)(C)C(C)(C)O2)=[CH:34][CH:33]=1)[CH3:28].C(=O)(O)[O-].[Na+], predict the reaction product. The product is: [CH2:27]([O:29][C:30](=[O:47])[CH2:31][C:32]1[CH:37]=[CH:36][C:35]([C:21]2[CH:22]=[CH:23][C:18]([C:17]3[O:16][N:15]=[C:14]([CH3:25])[C:13]=3[NH:12][C:11]([O:10][C@@H:8]([C:3]3[CH:4]=[CH:5][CH:6]=[CH:7][C:2]=3[Cl:1])[CH3:9])=[O:26])=[CH:19][CH:20]=2)=[CH:34][CH:33]=1)[CH3:28]. (6) Given the reactants [CH2:1]([N:8]1[CH2:13][CH2:12][N:11]([C:14](=[O:30])[CH2:15][CH2:16][NH:17]S(C2C=CC=CC=2[N+]([O-])=O)(=O)=O)[CH2:10][CH2:9]1)[C:2]1[CH:7]=[CH:6][CH:5]=[CH:4][CH:3]=1.C(OC(NCCCC[C@H](N[CH2:51][CH2:52][CH2:53][O:54][C:55]1[CH:60]=[CH:59][C:58]([CH2:61][C:62]2[C:63]([O:70][C@@H:71]3[O:79][C@H:78]([CH2:80][OH:81])[C@@H:76]([OH:77])[C@H:74]([OH:75])[C@H:72]3[OH:73])=[N:64][NH:65][C:66]=2[CH:67]([CH3:69])[CH3:68])=[C:57]([CH3:82])[CH:56]=1)C(=O)N)=O)C1C=CC=CC=1, predict the reaction product. The product is: [C@@H:71]1([O:70][C:63]2[C:62]([CH2:61][C:58]3[CH:59]=[CH:60][C:55]([O:54][CH2:53][CH2:52][CH2:51][NH:17][CH2:16][CH2:15][C:14]([N:11]4[CH2:10][CH2:9][N:8]([CH2:1][C:2]5[CH:3]=[CH:4][CH:5]=[CH:6][CH:7]=5)[CH2:13][CH2:12]4)=[O:30])=[CH:56][C:57]=3[CH3:82])=[C:66]([CH:67]([CH3:68])[CH3:69])[NH:65][N:64]=2)[O:79][C@H:78]([CH2:80][OH:81])[C@@H:76]([OH:77])[C@H:74]([OH:75])[C@H:72]1[OH:73].[C@@H:71]1([O:70][C:63]2[C:62]([CH2:61][C:58]3[CH:59]=[CH:60][C:55]([O:54][CH2:53][CH2:52][CH2:51][NH:17][CH2:16][CH2:15][C:14]([N:11]4[CH2:10][CH2:9][NH:8][CH2:13][CH2:12]4)=[O:30])=[CH:56][C:57]=3[CH3:82])=[C:66]([CH:67]([CH3:68])[CH3:69])[NH:65][N:64]=2)[O:79][C@H:78]([CH2:80][OH:81])[C@@H:76]([OH:77])[C@H:74]([OH:75])[C@H:72]1[OH:73].